From a dataset of TCR-epitope binding with 47,182 pairs between 192 epitopes and 23,139 TCRs. Binary Classification. Given a T-cell receptor sequence (or CDR3 region) and an epitope sequence, predict whether binding occurs between them. The epitope is SLVKPSFYV. The TCR CDR3 sequence is CASSAGTAYGYTF. Result: 0 (the TCR does not bind to the epitope).